Dataset: Forward reaction prediction with 1.9M reactions from USPTO patents (1976-2016). Task: Predict the product of the given reaction. Given the reactants [NH2:1][C:2]1[CH:3]=[CH:4][C:5]([F:20])=[C:6]([C@:8]2([CH3:19])[C:13]([F:15])([F:14])[C:12]([CH3:17])([CH3:16])[O:11][C:10]([NH2:18])=[N:9]2)[CH:7]=1.[F:21][CH:22]([F:31])[N:23]1[CH:27]=[CH:26][C:25]([C:28](O)=[O:29])=[N:24]1, predict the reaction product. The product is: [NH2:18][C:10]1[O:11][C:12]([CH3:16])([CH3:17])[C:13]([F:14])([F:15])[C@:8]([C:6]2[CH:7]=[C:2]([NH:1][C:28]([C:25]3[CH:26]=[CH:27][N:23]([CH:22]([F:31])[F:21])[N:24]=3)=[O:29])[CH:3]=[CH:4][C:5]=2[F:20])([CH3:19])[N:9]=1.